Dataset: Full USPTO retrosynthesis dataset with 1.9M reactions from patents (1976-2016). Task: Predict the reactants needed to synthesize the given product. (1) Given the product [CH3:24][O:25][C:26](=[O:45])[CH2:27][CH2:28][C:29]1[CH:34]=[CH:33][C:32]([O:35][CH2:36][CH2:37][C@@H:38]([O:15][C:12]2[C:11]([C:16]3[CH:17]=[N:18][CH:19]=[CH:20][CH:21]=3)=[CH:10][C:9]([C:8]([F:7])([F:22])[F:23])=[CH:14][N:13]=2)[CH3:39])=[CH:31][C:30]=1[CH3:1], predict the reactants needed to synthesize it. The reactants are: [C:1](=O)([O-])[O-].[Cs+].[Cs+].[F:7][C:8]([F:23])([F:22])[C:9]1[CH:10]=[C:11]([C:16]2[CH:17]=[N:18][CH:19]=[CH:20][CH:21]=2)[C:12]([OH:15])=[N:13][CH:14]=1.[CH3:24][O:25][C:26](=[O:45])[CH2:27][CH2:28][C:29]1[CH:34]=[CH:33][C:32]([O:35][CH2:36][CH2:37][C@@H:38](OS(C)(=O)=O)[CH3:39])=[CH:31][CH:30]=1. (2) Given the product [NH2:1][C:2]([NH:4][C:5]1[CH:9]=[C:8]([C:16]2[C:17]3[CH:22]=[CH:21][CH:20]=[CH:19][C:18]=3[S:14][CH:15]=2)[S:7][C:6]=1[C:11]([NH2:13])=[O:12])=[O:3], predict the reactants needed to synthesize it. The reactants are: [NH2:1][C:2]([NH:4][C:5]1[CH:9]=[C:8](Br)[S:7][C:6]=1[C:11]([NH2:13])=[O:12])=[O:3].[S:14]1[C:18]2[CH:19]=[CH:20][CH:21]=[CH:22][C:17]=2[C:16](B(O)O)=[CH:15]1.